Dataset: Catalyst prediction with 721,799 reactions and 888 catalyst types from USPTO. Task: Predict which catalyst facilitates the given reaction. (1) Product: [Cl:1][C:2]1[C:7]2[N:6]([C:10]([CH2:11][C:12]([F:15])([F:14])[F:13])=[N:9][N:8]=2)[N:5]=[CH:4][C:3]=1[N:17]1[CH2:22][CH2:21][CH:20]([C:23]2[CH:32]=[CH:31][CH:30]=[CH:29][C:24]=2[C:25]([O:27][CH3:28])=[O:26])[CH2:19][CH2:18]1. The catalyst class is: 10. Reactant: [Cl:1][C:2]1[C:3]([N:17]2[CH2:22][CH2:21][CH:20]([C:23]3[CH:32]=[CH:31][CH:30]=[CH:29][C:24]=3[C:25]([O:27][CH3:28])=[O:26])[CH2:19][CH2:18]2)=[CH:4][N:5]=[N:6][C:7]=1[NH:8][NH:9][C:10](=O)[CH2:11][C:12]([F:15])([F:14])[F:13].P(Cl)(Cl)(Cl)=O. (2) Reactant: Br[C:2]1[CH:7]=[CH:6][N:5]=[C:4]([NH:8][C:9](=[O:11])[CH3:10])[CH:3]=1.[CH3:12][Si:13]([C:16]#[CH:17])([CH3:15])[CH3:14]. Product: [CH3:12][Si:13]([C:16]#[C:17][C:2]1[CH:7]=[CH:6][N:5]=[C:4]([NH:8][C:9](=[O:11])[CH3:10])[CH:3]=1)([CH3:15])[CH3:14]. The catalyst class is: 778.